Task: Predict the reactants needed to synthesize the given product.. Dataset: Full USPTO retrosynthesis dataset with 1.9M reactions from patents (1976-2016) (1) The reactants are: [CH3:1][O:2][C:3]1[CH:4]=[C:5]2[C:9](=[CH:10][CH:11]=1)[C:8](=O)[CH2:7][CH2:6]2.Br[CH2:14][C:15]([O:17][CH3:18])=[O:16]. Given the product [CH3:1][O:2][C:3]1[CH:4]=[C:5]2[C:9](=[CH:10][CH:11]=1)/[C:8](=[CH:14]/[C:15]([O:17][CH3:18])=[O:16])/[CH2:7][CH2:6]2, predict the reactants needed to synthesize it. (2) Given the product [CH2:1]([O:3][C:4](=[O:31])[CH2:5][O:6][C:7]1[CH:12]=[CH:11][C:10]([S:13][C:14]2[CH:19]=[C:18]([O:20][CH2:40][CH2:39][CH2:38][N:32]3[CH2:37][CH2:36][O:35][CH2:34][CH2:33]3)[CH:17]=[C:16]([C:21]#[C:22][C:23]3[CH:24]=[CH:25][C:26]([Cl:29])=[CH:27][CH:28]=3)[CH:15]=2)=[CH:9][C:8]=1[Cl:30])[CH3:2], predict the reactants needed to synthesize it. The reactants are: [CH2:1]([O:3][C:4](=[O:31])[CH2:5][O:6][C:7]1[CH:12]=[CH:11][C:10]([S:13][C:14]2[CH:19]=[C:18]([OH:20])[CH:17]=[C:16]([C:21]#[C:22][C:23]3[CH:28]=[CH:27][C:26]([Cl:29])=[CH:25][CH:24]=3)[CH:15]=2)=[CH:9][C:8]=1[Cl:30])[CH3:2].[N:32]1([CH2:38][CH2:39][CH2:40]O)[CH2:37][CH2:36][O:35][CH2:34][CH2:33]1.C(P(CCCC)CCCC)CCC.N(C(N1CCCCC1)=O)=NC(N1CCCCC1)=O. (3) Given the product [ClH:67].[ClH:67].[ClH:67].[ClH:67].[NH2:35][CH2:34][CH2:33][O:32][CH2:31][CH2:30][O:29][CH2:28][CH2:27][O:26][CH2:25][CH2:24][N:23]([CH3:43])[CH2:22][CH2:21][N:20]([CH3:44])[C:19](=[O:45])[C:15]1[CH:16]=[CH:17][CH:18]=[C:13]([C:11]([NH:10][C:7]2[CH:8]=[CH:9][C:4]([N:3]([CH2:1][CH3:2])[CH2:65][CH3:66])=[CH:5][C:6]=2[C:46]2[CH:51]=[C:50]([C:52](=[O:64])[NH:53][C@@H:54]3[C:63]4[C:58](=[CH:59][CH:60]=[CH:61][CH:62]=4)[CH2:57][CH2:56][CH2:55]3)[CH:49]=[CH:48][N:47]=2)=[O:12])[CH:14]=1, predict the reactants needed to synthesize it. The reactants are: [CH2:1]([N:3]([CH2:65][CH3:66])[C:4]1[CH:9]=[CH:8][C:7]([NH:10][C:11]([C:13]2[CH:14]=[C:15]([C:19](=[O:45])[N:20]([CH3:44])[CH2:21][CH2:22][N:23]([CH3:43])[CH2:24][CH2:25][O:26][CH2:27][CH2:28][O:29][CH2:30][CH2:31][O:32][CH2:33][CH2:34][NH:35]C(=O)OC(C)(C)C)[CH:16]=[CH:17][CH:18]=2)=[O:12])=[C:6]([C:46]2[CH:51]=[C:50]([C:52](=[O:64])[NH:53][C@@H:54]3[C:63]4[C:58](=[CH:59][CH:60]=[CH:61][CH:62]=4)[CH2:57][CH2:56][CH2:55]3)[CH:49]=[CH:48][N:47]=2)[CH:5]=1)[CH3:2].[ClH:67]. (4) Given the product [ClH:32].[ClH:32].[NH2:7][C@@H:8]([CH2:9][CH:10]1[CH:19]2[CH:14]([CH2:15][CH2:16][CH2:17][CH2:18]2)[CH2:13][CH2:12][CH2:11]1)[C:20]([NH:21][CH2:22][C:23]1[CH:24]=[N:25][C:26]([NH2:29])=[CH:27][CH:28]=1)=[O:30], predict the reactants needed to synthesize it. The reactants are: C(OC(=O)[NH:7][C@H:8]([C:20](=[O:30])[NH:21][CH2:22][C:23]1[CH:24]=[N:25][C:26]([NH2:29])=[CH:27][CH:28]=1)[CH2:9][CH:10]1[CH:19]2[CH:14]([CH2:15][CH2:16][CH2:17][CH2:18]2)[CH2:13][CH2:12][CH2:11]1)(C)(C)C.[ClH:32]. (5) Given the product [OH:63][CH2:62][CH2:61][N:59]([CH3:60])[S:56]([C:52]1[CH:53]=[CH:54][CH:55]=[C:50]([C:18]2[O:19][C:15]([C:13]3[CH:12]=[CH:11][CH:10]=[C:9]([NH:8][C:4]4[CH:3]=[C:2]([CH3:1])[CH:7]=[CH:6][N:5]=4)[N:14]=3)=[CH:16][N:17]=2)[CH:51]=1)(=[O:58])=[O:57], predict the reactants needed to synthesize it. The reactants are: [CH3:1][C:2]1[CH:7]=[CH:6][N:5]=[C:4]([NH:8][C:9]2[N:14]=[C:13]([C:15]3[O:19][C:18](C=CC4C=CC(C#N)=CC=4)=[N:17][CH:16]=3)[CH:12]=[CH:11][CH:10]=2)[CH:3]=1.CC1C=CN=C(NC2C=CC=C(C3OC=NC=3)N=2)C=1.Br[C:50]1[CH:51]=[C:52]([S:56]([N:59]([CH2:61][CH2:62][OH:63])[CH3:60])(=[O:58])=[O:57])[CH:53]=[CH:54][CH:55]=1.O(C(C)(C)C)[Li]. (6) Given the product [C:26]([O:25][C:23]([NH:7][C:5]1[C:4]([N:10]2[CH2:14][CH2:13][N:12]([C:15]([O:17][C:18]([CH3:21])([CH3:20])[CH3:19])=[O:16])[C:11]2=[O:22])=[N:3][N:2]([CH3:1])[CH:6]=1)=[O:24])([CH3:29])([CH3:28])[CH3:27], predict the reactants needed to synthesize it. The reactants are: [CH3:1][N:2]1[CH:6]=[C:5]([N+:7]([O-])=O)[C:4]([N:10]2[CH2:14][CH2:13][N:12]([C:15]([O:17][C:18]([CH3:21])([CH3:20])[CH3:19])=[O:16])[C:11]2=[O:22])=[N:3]1.[C:23](O[C:23]([O:25][C:26]([CH3:29])([CH3:28])[CH3:27])=[O:24])([O:25][C:26]([CH3:29])([CH3:28])[CH3:27])=[O:24]. (7) The reactants are: C1C=CC(P(C2C(C3C(P(C4C=CC=CC=4)C4C=CC=CC=4)=CC=C4C=3C=CC=C4)=C3C(C=CC=C3)=CC=2)C2C=CC=CC=2)=CC=1.Cl[C:48]1[C:53]([C:54]2[CH:59]=[CH:58][N:57]=[CH:56][N:55]=2)=[CH:52][CH:51]=[CH:50][N:49]=1.[C:60]([O:64][C:65](=[O:75])[NH:66][C:67]1[CH:72]=[CH:71][C:70]([CH3:73])=[C:69]([NH2:74])[CH:68]=1)([CH3:63])([CH3:62])[CH3:61].C([O-])([O-])=O.[K+].[K+]. Given the product [C:60]([O:64][C:65](=[O:75])[NH:66][C:67]1[CH:72]=[CH:71][C:70]([CH3:73])=[C:69]([NH:74][C:48]2[C:53]([C:54]3[CH:59]=[CH:58][N:57]=[CH:56][N:55]=3)=[CH:52][CH:51]=[CH:50][N:49]=2)[CH:68]=1)([CH3:63])([CH3:61])[CH3:62], predict the reactants needed to synthesize it.